Dataset: Full USPTO retrosynthesis dataset with 1.9M reactions from patents (1976-2016). Task: Predict the reactants needed to synthesize the given product. Given the product [Si:19]([O:9][CH2:8][CH2:7][N:5]1[CH:6]=[C:2]([I:1])[CH:3]=[N:4]1)([C:15]([CH3:18])([CH3:17])[CH3:16])([C:26]1[CH:27]=[CH:28][CH:29]=[CH:30][CH:31]=1)[C:20]1[CH:25]=[CH:24][CH:23]=[CH:22][CH:21]=1, predict the reactants needed to synthesize it. The reactants are: [I:1][C:2]1[CH:3]=[N:4][N:5]([CH2:7][CH2:8][OH:9])[CH:6]=1.N1C=CN=C1.[C:15]([Si:19](Cl)([C:26]1[CH:31]=[CH:30][CH:29]=[CH:28][CH:27]=1)[C:20]1[CH:25]=[CH:24][CH:23]=[CH:22][CH:21]=1)([CH3:18])([CH3:17])[CH3:16].